This data is from Full USPTO retrosynthesis dataset with 1.9M reactions from patents (1976-2016). The task is: Predict the reactants needed to synthesize the given product. (1) Given the product [Cl:20][C:2]([Cl:1])([Cl:19])[CH2:3][O:4][C:5]([O:7][CH2:8][C:9]1[S:10][CH:11]=[C:12]([CH:14]=[O:15])[N:13]=1)=[O:6], predict the reactants needed to synthesize it. The reactants are: [Cl:1][C:2]([Cl:20])([Cl:19])[CH2:3][O:4][C:5]([O:7][CH2:8][C:9]1[S:10][CH:11]=[C:12]([C:14](OCC)=[O:15])[N:13]=1)=[O:6].[H-].C([Al+]CC(C)C)C(C)C. (2) Given the product [C:24]([NH:1][C:2]1[N:7]=[C:6]([C:8]([NH:10][CH2:11][C:12]2[CH:13]=[N:14][C:15]([O:18][CH2:19][C:20]([F:22])([F:23])[F:21])=[CH:16][CH:17]=2)=[O:9])[CH:5]=[CH:4][N:3]=1)(=[O:28])[CH:25]([CH3:27])[CH3:26], predict the reactants needed to synthesize it. The reactants are: [NH2:1][C:2]1[N:7]=[C:6]([C:8]([NH:10][CH2:11][C:12]2[CH:13]=[N:14][C:15]([O:18][CH2:19][C:20]([F:23])([F:22])[F:21])=[CH:16][CH:17]=2)=[O:9])[CH:5]=[CH:4][N:3]=1.[C:24](Cl)(=[O:28])[CH:25]([CH3:27])[CH3:26]. (3) Given the product [F:25][C:23]([F:24])([F:26])[C:4]([OH:3])([C:27]1[CH:28]=[C:29]([Cl:35])[C:30]([Cl:34])=[C:31]([Cl:33])[CH:32]=1)[CH2:5][NH:6][C:7]1[CH:18]=[CH:17][C:10]([CH2:11][NH:12][C:13](=[O:16])[CH2:14][CH3:15])=[C:9]([C:19]([F:20])([F:21])[F:22])[CH:8]=1, predict the reactants needed to synthesize it. The reactants are: O=C1[N:6]([C:7]2[CH:18]=[CH:17][C:10]([CH2:11][NH:12][C:13](=[O:16])[CH2:14][CH3:15])=[C:9]([C:19]([F:22])([F:21])[F:20])[CH:8]=2)[CH2:5][C:4]([C:27]2[CH:32]=[C:31]([Cl:33])[C:30]([Cl:34])=[C:29]([Cl:35])[CH:28]=2)([C:23]([F:26])([F:25])[F:24])[O:3]1.O.[OH-].[K+]. (4) Given the product [CH2:1]([C:3]([C:28]1[CH:33]=[CH:32][C:31]([O:34][S:43]([C:46]([F:49])([F:48])[F:47])(=[O:44])=[O:42])=[C:30]([CH3:35])[CH:29]=1)([C:6]1[CH:11]=[CH:10][C:9](/[CH:12]=[CH:13]/[C:14]([O:23][CH2:24][O:25][CH3:26])([C:19]([F:20])([F:21])[F:22])[C:15]([F:18])([F:17])[F:16])=[C:8]([CH3:27])[CH:7]=1)[CH2:4][CH3:5])[CH3:2], predict the reactants needed to synthesize it. The reactants are: [CH2:1]([C:3]([C:28]1[CH:33]=[CH:32][C:31]([OH:34])=[C:30]([CH3:35])[CH:29]=1)([C:6]1[CH:11]=[CH:10][C:9](/[CH:12]=[CH:13]/[C:14]([O:23][CH2:24][O:25][CH3:26])([C:19]([F:22])([F:21])[F:20])[C:15]([F:18])([F:17])[F:16])=[C:8]([CH3:27])[CH:7]=1)[CH2:4][CH3:5])[CH3:2].N1C=CC=CC=1.[O:42](S(C(F)(F)F)(=O)=O)[S:43]([C:46]([F:49])([F:48])[F:47])(=O)=[O:44].C(OCC)(=O)C.